Dataset: Reaction yield outcomes from USPTO patents with 853,638 reactions. Task: Predict the reaction yield, written as a fraction of the theoretical maximum amount of product (1.0 means a 100% yield; for example, 0.34 means a 34% yield). (1) The reactants are Br[C:2]1[N:7]=[CH:6][C:5]2[N:8]([CH2:24][O:25][CH2:26][CH2:27][Si:28]([CH3:31])([CH3:30])[CH3:29])[C:9]([C:11]3[CH:12]=[N:13][N:14]([CH2:16][O:17][CH2:18][CH2:19][Si:20]([CH3:23])([CH3:22])[CH3:21])[CH:15]=3)=[N:10][C:4]=2[CH:3]=1.[CH3:32][O:33][CH:34]1[CH2:39][CH2:38][N:37]([C:40]2[N:45]=[C:44]([NH2:46])[CH:43]=[CH:42][N:41]=2)[CH2:36][CH2:35]1.CC(C1C=C(C(C)C)C(C2C=CC=CC=2P(C2CCCCC2)C2CCCCC2)=C(C(C)C)C=1)C.C([O-])([O-])=O.[Cs+].[Cs+]. The catalyst is O1CCOCC1.C(Cl)Cl.C1C=CC(/C=C/C(/C=C/C2C=CC=CC=2)=O)=CC=1.C1C=CC(/C=C/C(/C=C/C2C=CC=CC=2)=O)=CC=1.C1C=CC(/C=C/C(/C=C/C2C=CC=CC=2)=O)=CC=1.[Pd].[Pd]. The product is [CH3:32][O:33][CH:34]1[CH2:35][CH2:36][N:37]([C:40]2[N:45]=[C:44]([NH:46][C:2]3[N:7]=[CH:6][C:5]4[N:8]([CH2:24][O:25][CH2:26][CH2:27][Si:28]([CH3:31])([CH3:30])[CH3:29])[C:9]([C:11]5[CH:12]=[N:13][N:14]([CH2:16][O:17][CH2:18][CH2:19][Si:20]([CH3:23])([CH3:22])[CH3:21])[CH:15]=5)=[N:10][C:4]=4[CH:3]=3)[CH:43]=[CH:42][N:41]=2)[CH2:38][CH2:39]1. The yield is 0.810. (2) The reactants are CS(O)(=O)=O.C([O:13][C:14]1[CH:15]=[C:16](/[C:29](/[CH3:33])=[N:30]/[O:31][CH3:32])[C:17]2[S:21][C:20]([NH:22][C:23]([NH:25][CH2:26][CH3:27])=[O:24])=[N:19][C:18]=2[CH:28]=1)C1C=CC=CC=1. The catalyst is C(Cl)Cl. The product is [CH2:26]([NH:25][C:23]([NH:22][C:20]1[S:21][C:17]2[C:16](/[C:29](/[CH3:33])=[N:30]/[O:31][CH3:32])=[CH:15][C:14]([OH:13])=[CH:28][C:18]=2[N:19]=1)=[O:24])[CH3:27]. The yield is 0.540. (3) The reactants are [O:1]=[C:2]1[C:11]2[C:6](=[CH:7][CH:8]=[CH:9][CH:10]=2)[NH:5][CH:4]=[C:3]1[C:12]([NH:14][C:15]1[CH:23]=[C:22]2[C:18]([CH:19]=[CH:20][NH:21]2)=[CH:17][C:16]=1[C:24](O)=[O:25])=[O:13].CN(C(ON1N=NC2C=CC=NC1=2)=[N+](C)C)C.F[P-](F)(F)(F)(F)F.CCN(C(C)C)C(C)C.[CH2:60]([NH2:64])[CH:61]([CH3:63])[CH3:62]. The catalyst is CN(C=O)C. The product is [CH2:60]([NH:64][C:24]([C:16]1[CH:17]=[C:18]2[C:22](=[CH:23][C:15]=1[NH:14][C:12]([C:3]1[C:2](=[O:1])[C:11]3[C:6](=[CH:7][CH:8]=[CH:9][CH:10]=3)[NH:5][CH:4]=1)=[O:13])[NH:21][CH:20]=[CH:19]2)=[O:25])[CH:61]([CH3:63])[CH3:62]. The yield is 0.660.